Task: Predict which catalyst facilitates the given reaction.. Dataset: Catalyst prediction with 721,799 reactions and 888 catalyst types from USPTO Reactant: [C:1]([C@@H:4]([C:26]1[CH:31]=[CH:30][CH:29]=[CH:28][CH:27]=1)[N:5]([C@H:14]1[C:22]2[C:17](=[C:18]([F:25])[CH:19]=[C:20]([CH:23]=[CH2:24])[CH:21]=2)[CH2:16][CH2:15]1)[C:6](=[O:13])[C:7]1[CH:12]=[CH:11][CH:10]=[CH:9][CH:8]=1)(=[O:3])[NH2:2]. Product: [C:1]([C@@H:4]([C:26]1[CH:31]=[CH:30][CH:29]=[CH:28][CH:27]=1)[N:5]([C@H:14]1[C:22]2[C:17](=[C:18]([F:25])[CH:19]=[C:20]([CH2:23][CH3:24])[CH:21]=2)[CH2:16][CH2:15]1)[C:6](=[O:13])[C:7]1[CH:8]=[CH:9][CH:10]=[CH:11][CH:12]=1)(=[O:3])[NH2:2]. The catalyst class is: 457.